From a dataset of Peptide-MHC class I binding affinity with 185,985 pairs from IEDB/IMGT. Regression. Given a peptide amino acid sequence and an MHC pseudo amino acid sequence, predict their binding affinity value. This is MHC class I binding data. (1) The peptide sequence is MEISSSWWF. The MHC is Patr-B2401 with pseudo-sequence Patr-B2401. The binding affinity (normalized) is 0.0567. (2) The peptide sequence is ILGFVFTLTV. The MHC is HLA-A24:02 with pseudo-sequence HLA-A24:02. The binding affinity (normalized) is 0.0368. (3) The peptide sequence is YTENTSSYY. The MHC is HLA-C08:02 with pseudo-sequence HLA-C08:02. The binding affinity (normalized) is 0.0847. (4) The peptide sequence is RISGVDRYY. The MHC is HLA-B44:03 with pseudo-sequence HLA-B44:03. The binding affinity (normalized) is 0.216. (5) The MHC is HLA-A68:01 with pseudo-sequence HLA-A68:01. The binding affinity (normalized) is 0.920. The peptide sequence is SALTLHWFR. (6) The MHC is HLA-A68:02 with pseudo-sequence HLA-A68:02. The binding affinity (normalized) is 0.0847. The peptide sequence is RKMPHLFSK. (7) The peptide sequence is VTPIDTIIM. The MHC is Mamu-A01 with pseudo-sequence Mamu-A01. The binding affinity (normalized) is 0.685. (8) The peptide sequence is RRVRRRVLV. The MHC is HLA-A23:01 with pseudo-sequence HLA-A23:01. The binding affinity (normalized) is 0.213. (9) The peptide sequence is ISRNTVKRY. The MHC is HLA-A01:01 with pseudo-sequence HLA-A01:01. The binding affinity (normalized) is 0.0847.